From a dataset of Catalyst prediction with 721,799 reactions and 888 catalyst types from USPTO. Predict which catalyst facilitates the given reaction. (1) Reactant: [CH:1]1([C:4]2[N:9]=[CH:8][C:7]([CH:10]([N:13]3[CH2:18][CH2:17][C:16]([F:20])([F:19])[CH2:15][CH2:14]3)[C:11]#[N:12])=[CH:6][N:5]=2)[CH2:3][CH2:2]1. Product: [CH:1]1([C:4]2[N:9]=[CH:8][C:7]([CH:10]([N:13]3[CH2:18][CH2:17][C:16]([F:19])([F:20])[CH2:15][CH2:14]3)[CH2:11][NH2:12])=[CH:6][N:5]=2)[CH2:3][CH2:2]1. The catalyst class is: 94. (2) Reactant: [F:1][C:2]1[C:7]2[N:8]=[CH:9][S:10][C:6]=2[CH:5]=[C:4]2[NH:11][C:12](=[O:22])[N:13]([C:14]3[CH:19]=[CH:18][C:17]([I:20])=[CH:16][C:15]=3[F:21])[C:3]=12.C(N(CC)CC)C.[CH2:30]([C:33]1([S:36](Cl)(=[O:38])=[O:37])[CH2:35][CH2:34]1)[CH:31]=[CH2:32]. The catalyst class is: 2. Product: [CH2:30]([C:33]1([S:36]([N:11]2[C:4]3=[CH:5][C:6]4[S:10][CH:9]=[N:8][C:7]=4[C:2]([F:1])=[C:3]3[N:13]([C:14]3[CH:19]=[CH:18][C:17]([I:20])=[CH:16][C:15]=3[F:21])[C:12]2=[O:22])(=[O:38])=[O:37])[CH2:35][CH2:34]1)[CH:31]=[CH2:32]. (3) Reactant: [Cl:1][C:2]1[N:7]=[C:6]([N:8]([C:16]2[CH:21]=[CH:20][CH:19]=[CH:18][CH:17]=2)[C@H:9]([C:11](OCC)=[O:12])[CH3:10])[C:5]([N+:22]([O-])=O)=[CH:4][N:3]=1. Product: [Cl:1][C:2]1[N:3]=[CH:4][C:5]2[NH:22][C:11](=[O:12])[CH:9]([CH3:10])[N:8]([C:16]3[CH:21]=[CH:20][CH:19]=[CH:18][CH:17]=3)[C:6]=2[N:7]=1. The catalyst class is: 180. (4) Reactant: S(Cl)([Cl:3])=O.[Cl:5][C:6]1[CH:11]=[C:10]([CH2:12]O)[CH:9]=[CH:8][C:7]=1[C:14]1[CH:19]=[CH:18][CH:17]=[CH:16][CH:15]=1. Product: [Cl:5][C:6]1[CH:11]=[C:10]([CH2:12][Cl:3])[CH:9]=[CH:8][C:7]=1[C:14]1[CH:19]=[CH:18][CH:17]=[CH:16][CH:15]=1. The catalyst class is: 26.